Task: Predict the product of the given reaction.. Dataset: Forward reaction prediction with 1.9M reactions from USPTO patents (1976-2016) Given the reactants [CH:1]1([CH2:4][O:5][C:6]2[CH:14]=[CH:13][C:9]3[O:10][CH2:11][O:12][C:8]=3[C:7]=2[C:15]2[C:16]3[NH:23][CH:22]=[C:21]([C:24](O)=[O:25])[C:17]=3[N:18]=[CH:19][N:20]=2)[CH2:3][CH2:2]1.CCN(C(C)C)C(C)C.[NH2:36][C@@H:37]([C:47]([N:49]1[CH2:54][CH2:53][CH:52]([N:55]2[N:64]=[C:63]([C:65]3[CH:70]=[CH:69][C:68]([O:71][CH3:72])=[C:67]([O:73][CH3:74])[CH:66]=3)[C@@H:62]3[C@@H:57]([CH2:58][CH2:59][CH2:60][CH2:61]3)[C:56]2=[O:75])[CH2:51][CH2:50]1)=[O:48])[CH2:38][C:39]1[CH:46]=[CH:45][C:42]([C:43]#[N:44])=[CH:41][CH:40]=1.CCOC(C(C#N)=NOC(N1CCOCC1)=[N+](C)C)=O.F[P-](F)(F)(F)(F)F.C(=O)(O)[O-].[Na+], predict the reaction product. The product is: [C:43]([C:42]1[CH:41]=[CH:40][C:39]([CH2:38][C@@H:37]([NH:36][C:24]([C:21]2[C:17]3[N:18]=[CH:19][N:20]=[C:15]([C:7]4[C:8]5[O:12][CH2:11][O:10][C:9]=5[CH:13]=[CH:14][C:6]=4[O:5][CH2:4][CH:1]4[CH2:2][CH2:3]4)[C:16]=3[NH:23][CH:22]=2)=[O:25])[C:47]([N:49]2[CH2:54][CH2:53][CH:52]([N:55]3[N:64]=[C:63]([C:65]4[CH:70]=[CH:69][C:68]([O:71][CH3:72])=[C:67]([O:73][CH3:74])[CH:66]=4)[C@@H:62]4[C@@H:57]([CH2:58][CH2:59][CH2:60][CH2:61]4)[C:56]3=[O:75])[CH2:51][CH2:50]2)=[O:48])=[CH:46][CH:45]=1)#[N:44].